Dataset: Reaction yield outcomes from USPTO patents with 853,638 reactions. Task: Predict the reaction yield, written as a fraction of the theoretical maximum amount of product (1.0 means a 100% yield; for example, 0.34 means a 34% yield). (1) The reactants are [F:1][C:2]([F:39])([F:38])[C:3]1[CH:4]=[C:5]([CH:31]=[C:32]([C:34]([F:37])([F:36])[F:35])[CH:33]=1)[CH2:6][N:7]1[CH2:14][CH2:13][CH2:12][NH:11][C:10]2[N:15]=[C:16](S(C)(=O)=O)[N:17]=[C:18]([C:19]3[CH:24]=[CH:23][CH:22]=[CH:21][C:20]=3[CH3:25])[C:9]=2[C:8]1=[O:30].C([O:44][C:45]([NH:47][CH:48]1[CH2:53][CH2:52][NH:51][CH2:50][CH2:49]1)=O)(C)(C)C.[C:54](OC(=O)C)(=O)C. No catalyst specified. The product is [C:45]([NH:47][CH:48]1[CH2:53][CH2:52][N:51]([C:16]2[N:17]=[C:18]([C:19]3[CH:24]=[CH:23][CH:22]=[CH:21][C:20]=3[CH3:25])[C:9]3[C:8](=[O:30])[N:7]([CH2:6][C:5]4[CH:4]=[C:3]([C:2]([F:39])([F:1])[F:38])[CH:33]=[C:32]([C:34]([F:36])([F:35])[F:37])[CH:31]=4)[CH2:14][CH2:13][CH2:12][NH:11][C:10]=3[N:15]=2)[CH2:50][CH2:49]1)(=[O:44])[CH3:54]. The yield is 0.750. (2) The reactants are [CH2:1]([O:8][C:9]([NH:11][C:12]1[C:13]([CH3:46])=[C:14]([C:18]2[C:30]3[C:29]4[C:24](=[CH:25][C:26]([NH:31][C:32]([O:34][CH2:35][CH2:36][Si:37]([CH3:40])([CH3:39])[CH3:38])=[O:33])=[CH:27][CH:28]=4)[NH:23][C:22]=3[C:21]([C:41]([O:43]CC)=[O:42])=[N:20][CH:19]=2)[CH:15]=[CH:16][CH:17]=1)=[O:10])[C:2]1[CH:7]=[CH:6][CH:5]=[CH:4][CH:3]=1.O.[OH-].[Li+]. The catalyst is O1CCCC1.CO.O. The product is [CH2:1]([O:8][C:9]([NH:11][C:12]1[C:13]([CH3:46])=[C:14]([C:18]2[C:30]3[C:29]4[C:24](=[CH:25][C:26]([NH:31][C:32]([O:34][CH2:35][CH2:36][Si:37]([CH3:38])([CH3:39])[CH3:40])=[O:33])=[CH:27][CH:28]=4)[NH:23][C:22]=3[C:21]([C:41]([OH:43])=[O:42])=[N:20][CH:19]=2)[CH:15]=[CH:16][CH:17]=1)=[O:10])[C:2]1[CH:7]=[CH:6][CH:5]=[CH:4][CH:3]=1. The yield is 0.780. (3) The product is [NH2:39][C:24]1[C:25]([O:9][CH2:8][C@@H:7]2[CH2:6][CH2:5][N:4]([C:14]([O:16][C:17]([CH3:20])([CH3:19])[CH3:18])=[O:15])[CH2:3][C@H:2]2[F:1])=[CH:26][N:27]=[CH:22][N:23]=1. The catalyst is CO. The reactants are [F:1][CH:2]1[CH:7]([CH2:8][O:9]S(C)(=O)=O)[CH2:6][CH2:5][N:4]([C:14]([O:16][C:17]([CH3:20])([CH3:19])[CH3:18])=[O:15])[CH2:3]1.N[CH:22]1[N:27](O)[CH:26]=[CH:25][CH:24]=[N:23]1.C([O-])([O-])=O.[Cs+].[Cs+].C(Cl)Cl.C[N:39](C=O)C. The yield is 0.180. (4) The reactants are CS(O[CH:6]([C:8]1[CH:13]=[CH:12][CH:11]=[C:10]([N+:14]([O-:16])=[O:15])[CH:9]=1)[CH3:7])(=O)=O.[CH3:17][NH:18][CH3:19].C1COCC1. The catalyst is C1COCC1. The product is [CH3:17][N:18]([CH3:19])[CH:6]([C:8]1[CH:13]=[CH:12][CH:11]=[C:10]([N+:14]([O-:16])=[O:15])[CH:9]=1)[CH3:7]. The yield is 0.660. (5) The reactants are [NH2:1][C:2]1[C:7]([C:8]#[N:9])=[CH:6][N:5]=[C:4]([S:10][CH2:11][CH3:12])[N:3]=1.CO[CH:15](OC)[N:16]([CH3:18])[CH3:17]. The catalyst is C1(C)C=CC=CC=1. The product is [C:8]([C:7]1[C:2]([N:1]=[CH:15][N:16]([CH3:18])[CH3:17])=[N:3][C:4]([S:10][CH2:11][CH3:12])=[N:5][CH:6]=1)#[N:9]. The yield is 1.00.